This data is from Catalyst prediction with 721,799 reactions and 888 catalyst types from USPTO. The task is: Predict which catalyst facilitates the given reaction. (1) Reactant: [OH:1][CH2:2][C:3]([O:5][CH2:6][CH3:7])=[O:4].[H-].[Na+].CC1C=CC(S(O[CH2:21][CH2:22][C:23]2[C:31]3[C:26](=[C:27]([C:32]4[N:36]=[C:35]([C:37]5[CH:42]=[CH:41][C:40]([O:43][CH:44]([CH3:46])[CH3:45])=[C:39]([Cl:47])[CH:38]=5)[O:34][N:33]=4)[CH:28]=[CH:29][CH:30]=3)[N:25]([CH3:48])[CH:24]=2)(=O)=O)=CC=1. Product: [CH2:6]([O:5][C:3](=[O:4])[CH2:2][O:1][CH2:21][CH2:22][C:23]1[C:31]2[C:26](=[C:27]([C:32]3[N:36]=[C:35]([C:37]4[CH:42]=[CH:41][C:40]([O:43][CH:44]([CH3:45])[CH3:46])=[C:39]([Cl:47])[CH:38]=4)[O:34][N:33]=3)[CH:28]=[CH:29][CH:30]=2)[N:25]([CH3:48])[CH:24]=1)[CH3:7]. The catalyst class is: 3. (2) Reactant: [N:1]1([S:10]([C:13]2[CH:21]=[CH:20][C:16]([C:17](Cl)=[O:18])=[CH:15][CH:14]=2)(=[O:12])=[O:11])[C:9]2[C:4](=[CH:5][CH:6]=[CH:7][CH:8]=2)[CH2:3][CH2:2]1.[NH2:22][C:23]1[CH:28]=[CH:27][C:26]([Br:29])=[CH:25][C:24]=1[C:30]1[NH:34][C:33](=[O:35])[O:32][N:31]=1. Product: [Br:29][C:26]1[CH:27]=[CH:28][C:23]([NH:22][C:17](=[O:18])[C:16]2[CH:20]=[CH:21][C:13]([S:10]([N:1]3[C:9]4[C:4](=[CH:5][CH:6]=[CH:7][CH:8]=4)[CH2:3][CH2:2]3)(=[O:12])=[O:11])=[CH:14][CH:15]=2)=[C:24]([C:30]2[NH:34][C:33](=[O:35])[O:32][N:31]=2)[CH:25]=1. The catalyst class is: 202. (3) Reactant: C([O:4][C@@H:5]1[CH2:9][CH2:8][C@H:7]([CH2:10][C:11]([NH:13][C:14]2[S:15][C:16]3[C:22]([N:23]4[CH2:28][CH2:27][O:26][CH2:25][CH2:24]4)=[CH:21][CH:20]=[C:19]([O:29][CH3:30])[C:17]=3[N:18]=2)=[O:12])[CH2:6]1)(=O)C.C(=O)([O-])[O-].[K+].[K+].C[O-].[Na+]. Product: [OH:4][C@@H:5]1[CH2:9][CH2:8][C@H:7]([CH2:10][C:11]([NH:13][C:14]2[S:15][C:16]3[C:22]([N:23]4[CH2:28][CH2:27][O:26][CH2:25][CH2:24]4)=[CH:21][CH:20]=[C:19]([O:29][CH3:30])[C:17]=3[N:18]=2)=[O:12])[CH2:6]1. The catalyst class is: 5. (4) Reactant: [CH3:1][O:2][C:3]1[CH:4]=[C:5]2[C:10](=[CH:11][CH:12]=1)[CH:9]=[C:8]([C@H:13]([CH3:17])[C:14]([OH:16])=[O:15])[CH:7]=[CH:6]2.O[CH2:19][CH2:20][NH:21][C:22](=[O:28])[O:23][C:24]([CH3:27])([CH3:26])[CH3:25].C1(N=C=NC2CCCCC2)CCCCC1. Product: [CH3:1][O:2][C:3]1[CH:4]=[C:5]2[C:10](=[CH:11][CH:12]=1)[CH:9]=[C:8]([C@H:13]([CH3:17])[C:14]([O:16][CH2:19][CH2:20][NH:21][C:22]([O:23][C:24]([CH3:27])([CH3:26])[CH3:25])=[O:28])=[O:15])[CH:7]=[CH:6]2. The catalyst class is: 2. (5) Reactant: [N+](C1C([N+]([O-])=O)=C(O)C(=CC=1)C(O)=O)([O-])=O.[OH-].[Na+].O.O.O.O.C(C(C(C([O-])=O)O)O)([O-])=O.[Na+].[K+].[OH2:36].[OH:36][CH:37]1[O:56][C@H:55]([CH2:57][OH:58])[C@@H:42]([O:43][C@@H:37]2[O:56][C@H:55]([CH2:57][OH:58])[C@H:42]([OH:43])[C@H:40]([OH:41])[C@H:38]2[OH:39])[C@H:40]([OH:41])[C@H:38]1[OH:39]. Product: [O:36]=[CH:37][C@@H:38]([C@H:40]([C@@H:42]([C@@H:55]([CH2:57][OH:58])[OH:56])[OH:43])[OH:41])[OH:39]. The catalyst class is: 15. (6) Reactant: Cl[C:2]1[C:21]([C:22]2[NH:23][C:24]([C:27](=[O:31])[N:28]([CH3:30])[CH3:29])=[CH:25][CH:26]=2)=[CH:20][C:5]([C:6]([NH:8][C:9]2[CH:14]=[CH:13][C:12]([O:15][C:16]([Cl:19])([F:18])[F:17])=[CH:11][CH:10]=2)=[O:7])=[CH:4][N:3]=1.[NH:32]1[CH2:36][CH2:35][C@@H:34]([OH:37])[CH2:33]1.CCN(C(C)C)C(C)C. Product: [Cl:19][C:16]([F:17])([F:18])[O:15][C:12]1[CH:13]=[CH:14][C:9]([NH:8][C:6](=[O:7])[C:5]2[CH:20]=[C:21]([C:22]3[NH:23][C:24]([C:27](=[O:31])[N:28]([CH3:30])[CH3:29])=[CH:25][CH:26]=3)[C:2]([N:32]3[CH2:36][CH2:35][C@@H:34]([OH:37])[CH2:33]3)=[N:3][CH:4]=2)=[CH:10][CH:11]=1. The catalyst class is: 41.